This data is from Reaction yield outcomes from USPTO patents with 853,638 reactions. The task is: Predict the reaction yield, written as a fraction of the theoretical maximum amount of product (1.0 means a 100% yield; for example, 0.34 means a 34% yield). The catalyst is ClCCl.CO. The yield is 0.890. The product is [F:1][C:2]1[CH:11]=[C:10]([CH2:12][OH:13])[CH:9]=[CH:8][C:3]=1[C:4]([NH:6][CH3:7])=[O:5]. The reactants are [F:1][C:2]1[CH:11]=[C:10]([CH:12]=[O:13])[CH:9]=[CH:8][C:3]=1[C:4]([NH:6][CH3:7])=[O:5].[BH4-].[Na+].